From a dataset of NCI-60 drug combinations with 297,098 pairs across 59 cell lines. Regression. Given two drug SMILES strings and cell line genomic features, predict the synergy score measuring deviation from expected non-interaction effect. (1) Drug 1: C1=CC(=CC=C1CC(C(=O)O)N)N(CCCl)CCCl.Cl. Drug 2: C1CN(CCN1C(=O)CCBr)C(=O)CCBr. Cell line: OVCAR-8. Synergy scores: CSS=28.2, Synergy_ZIP=-6.99, Synergy_Bliss=3.11, Synergy_Loewe=-1.06, Synergy_HSA=1.52. (2) Drug 1: COC1=CC(=CC(=C1O)OC)C2C3C(COC3=O)C(C4=CC5=C(C=C24)OCO5)OC6C(C(C7C(O6)COC(O7)C8=CC=CS8)O)O. Drug 2: C1=C(C(=O)NC(=O)N1)F. Cell line: A549. Synergy scores: CSS=67.8, Synergy_ZIP=-2.26, Synergy_Bliss=-3.76, Synergy_Loewe=3.80, Synergy_HSA=5.73. (3) Drug 1: C1CCC(C1)C(CC#N)N2C=C(C=N2)C3=C4C=CNC4=NC=N3. Drug 2: CC1CCCC2(C(O2)CC(NC(=O)CC(C(C(=O)C(C1O)C)(C)C)O)C(=CC3=CSC(=N3)C)C)C. Cell line: MCF7. Synergy scores: CSS=9.83, Synergy_ZIP=3.90, Synergy_Bliss=8.69, Synergy_Loewe=6.95, Synergy_HSA=7.99. (4) Drug 1: CC1=C(C(CCC1)(C)C)C=CC(=CC=CC(=CC(=O)O)C)C. Drug 2: C1CN(CCN1C(=O)CCBr)C(=O)CCBr. Cell line: OVCAR-4. Synergy scores: CSS=2.50, Synergy_ZIP=-0.0171, Synergy_Bliss=2.85, Synergy_Loewe=-1.60, Synergy_HSA=-1.25. (5) Drug 1: CCCS(=O)(=O)NC1=C(C(=C(C=C1)F)C(=O)C2=CNC3=C2C=C(C=N3)C4=CC=C(C=C4)Cl)F. Drug 2: CC1=C(N=C(N=C1N)C(CC(=O)N)NCC(C(=O)N)N)C(=O)NC(C(C2=CN=CN2)OC3C(C(C(C(O3)CO)O)O)OC4C(C(C(C(O4)CO)O)OC(=O)N)O)C(=O)NC(C)C(C(C)C(=O)NC(C(C)O)C(=O)NCCC5=NC(=CS5)C6=NC(=CS6)C(=O)NCCC[S+](C)C)O. Cell line: SK-MEL-28. Synergy scores: CSS=34.4, Synergy_ZIP=1.05, Synergy_Bliss=-0.749, Synergy_Loewe=-3.96, Synergy_HSA=-1.63.